This data is from Catalyst prediction with 721,799 reactions and 888 catalyst types from USPTO. The task is: Predict which catalyst facilitates the given reaction. (1) Reactant: [NH2:1][C:2]1[CH:3]=[C:4]([C:9]2([OH:30])[C:17]3[C:12](=[C:13]([F:19])[CH:14]=[CH:15][C:16]=3[F:18])[C:11](=[O:20])[N:10]2[C:21]2[CH:26]=[CH:25][CH:24]=[C:23]([C:27]#[CH:28])[C:22]=2[F:29])[CH:5]=[CH:6][C:7]=1[NH2:8].[CH3:31][O:32][C:33]([NH:35][C:36](=NC(OC)=O)SC)=[O:34].[OH-].[Na+]. Product: [C:27]([C:23]1[C:22]([F:29])=[C:21]([N:10]2[C:11](=[O:20])[C:12]3[C:17](=[C:16]([F:18])[CH:15]=[CH:14][C:13]=3[F:19])[C:9]2([C:4]2[CH:5]=[CH:6][C:7]3[NH:8][C:36]([NH:35][C:33](=[O:34])[O:32][CH3:31])=[N:1][C:2]=3[CH:3]=2)[OH:30])[CH:26]=[CH:25][CH:24]=1)#[CH:28]. The catalyst class is: 15. (2) Reactant: C[O:2][C:3](=[O:23])[CH2:4][CH2:5][N:6]1[C:11]2[CH:12]=[C:13]([CH3:17])[CH:14]=[C:15]([CH3:16])[C:10]=2[O:9][CH:8]([CH2:18][CH:19]([CH3:21])[CH3:20])[C:7]1=[O:22].[OH-].[Na+]. Product: [CH2:18]([CH:8]1[C:7](=[O:22])[N:6]([CH2:5][CH2:4][C:3]([OH:23])=[O:2])[C:11]2[CH:12]=[C:13]([CH3:17])[CH:14]=[C:15]([CH3:16])[C:10]=2[O:9]1)[CH:19]([CH3:21])[CH3:20]. The catalyst class is: 5.